Dataset: TCR-epitope binding with 47,182 pairs between 192 epitopes and 23,139 TCRs. Task: Binary Classification. Given a T-cell receptor sequence (or CDR3 region) and an epitope sequence, predict whether binding occurs between them. (1) The epitope is LLQTGIHVRVSQPSL. The TCR CDR3 sequence is CASSYGGVYGYTF. Result: 0 (the TCR does not bind to the epitope). (2) The epitope is TPQDLNTML. The TCR CDR3 sequence is CASSPQEGETQYF. Result: 0 (the TCR does not bind to the epitope).